This data is from Catalyst prediction with 721,799 reactions and 888 catalyst types from USPTO. The task is: Predict which catalyst facilitates the given reaction. (1) Reactant: C(O[B:5]1[O:10][C:9]([CH3:12])([CH3:11])[CH2:8][CH:7]([CH3:13])[O:6]1)(C)C.[C:14]1([Mg]Br)[CH:19]=[CH:18][CH:17]=[CH:16][CH:15]=1.Cl. Product: [CH3:12][C:9]1([CH3:11])[CH2:8][CH:7]([CH3:13])[O:6][B:5]([C:14]2[CH:19]=[CH:18][CH:17]=[CH:16][CH:15]=2)[O:10]1. The catalyst class is: 1. (2) Reactant: [N:1]1([C:8]2[CH:9]=[C:10]([C:14]3[N:18]([CH3:19])[C:17]4[CH:20]=[CH:21][CH:22]=[CH:23][C:16]=4[N:15]=3)[CH:11]=[CH:12][CH:13]=2)[CH2:7][CH2:6][CH2:5][NH:4][CH2:3][CH2:2]1.Cl[CH2:25][C:26]([N:28]([CH3:30])[CH3:29])=[O:27].C(N(CC)CC)C. Product: [CH3:29][N:28]([CH3:30])[C:26](=[O:27])[CH2:25][N:4]1[CH2:5][CH2:6][CH2:7][N:1]([C:8]2[CH:13]=[CH:12][CH:11]=[C:10]([C:14]3[N:18]([CH3:19])[C:17]4[CH:20]=[CH:21][CH:22]=[CH:23][C:16]=4[N:15]=3)[CH:9]=2)[CH2:2][CH2:3]1. The catalyst class is: 12.